From a dataset of Forward reaction prediction with 1.9M reactions from USPTO patents (1976-2016). Predict the product of the given reaction. (1) Given the reactants C(OC[N:9]1[C:13]2[N:14]=[N:15][CH:16]=[C:17]([C:18]3[CH:19]=[N:20][N:21]([C@@H:23]([CH:27]4[CH2:32][CH2:31][CH2:30][CH2:29][CH2:28]4)[CH2:24][C:25]#[N:26])[CH:22]=3)[C:12]=2[CH:11]=[CH:10]1)(=O)C(C)(C)C.[OH-].[Na+], predict the reaction product. The product is: [N:14]1[C:13]2[NH:9][CH:10]=[CH:11][C:12]=2[C:17]([C:18]2[CH:19]=[N:20][N:21]([C@@H:23]([CH:27]3[CH2:32][CH2:31][CH2:30][CH2:29][CH2:28]3)[CH2:24][C:25]#[N:26])[CH:22]=2)=[CH:16][N:15]=1. (2) Given the reactants Br[C:2]1[CH:3]=[C:4]2[C:9](=[CH:10][CH:11]=1)[O:8][CH2:7][CH2:6][C:5]2=[O:12].[B:13]1([B:13]2[O:17][C:16]([CH3:19])([CH3:18])[C:15]([CH3:21])([CH3:20])[O:14]2)[O:17][C:16]([CH3:19])([CH3:18])[C:15]([CH3:21])([CH3:20])[O:14]1.CC([O-])=O.[K+], predict the reaction product. The product is: [CH3:20][C:15]1([CH3:21])[C:16]([CH3:19])([CH3:18])[O:17][B:13]([C:2]2[CH:3]=[C:4]3[C:9](=[CH:10][CH:11]=2)[O:8][CH2:7][CH2:6][C:5]3=[O:12])[O:14]1. (3) The product is: [C:1]([O:5][C:6](=[O:15])[CH:7]([CH2:19][CH2:20][CH2:21][CH2:22][CH2:23][CH2:24][CH2:25][CH2:26][CH2:27][CH2:28][CH2:29][CH2:30][N:31]1[C:35](=[O:36])[C:34]2=[CH:37][CH:38]=[CH:39][CH:40]=[C:33]2[C:32]1=[O:41])[C:8]([O:10][C:11]([CH3:14])([CH3:13])[CH3:12])=[O:9])([CH3:3])([CH3:4])[CH3:2]. Given the reactants [C:1]([O:5][C:6](=[O:15])[CH2:7][C:8]([O:10][C:11]([CH3:14])([CH3:13])[CH3:12])=[O:9])([CH3:4])([CH3:3])[CH3:2].[H-].[Na+].Br[CH2:19][CH2:20][CH2:21][CH2:22][CH2:23][CH2:24][CH2:25][CH2:26][CH2:27][CH2:28][CH2:29][CH2:30][N:31]1[C:35](=[O:36])[C:34]2=[CH:37][CH:38]=[CH:39][CH:40]=[C:33]2[C:32]1=[O:41].C(OCC)C, predict the reaction product. (4) Given the reactants [F:1][C:2]1[CH:11]=[C:10]2[C:5]([CH2:6][CH2:7][CH2:8][CH:9]2[C:12]([OH:14])=O)=[CH:4][CH:3]=1.[CH2:15]([N:17]1[CH:21]=[C:20]([CH2:22][NH:23][C:24]2[CH:29]=[CH:28][C:27]([CH:30]([CH3:32])[CH3:31])=[CH:26][CH:25]=2)[CH:19]=[N:18]1)[CH3:16], predict the reaction product. The product is: [CH2:15]([N:17]1[CH:21]=[C:20]([CH2:22][N:23]([C:24]2[CH:25]=[CH:26][C:27]([CH:30]([CH3:31])[CH3:32])=[CH:28][CH:29]=2)[C:12]([CH:9]2[C:10]3[C:5](=[CH:4][CH:3]=[C:2]([F:1])[CH:11]=3)[CH2:6][CH2:7][CH2:8]2)=[O:14])[CH:19]=[N:18]1)[CH3:16].